The task is: Predict the reactants needed to synthesize the given product.. This data is from Full USPTO retrosynthesis dataset with 1.9M reactions from patents (1976-2016). (1) Given the product [CH2:19]([C:21]1[CH:22]=[C:23]([CH2:24][NH:1][C@H:2]2[CH2:6][CH2:5][N:4]([C:7]3[C:12]([C:13]([O:15][CH:16]([CH3:18])[CH3:17])=[O:14])=[CH:11][CH:10]=[CH:9][N:8]=3)[CH2:3]2)[CH:26]=[CH:27][CH:28]=1)[CH3:20], predict the reactants needed to synthesize it. The reactants are: [NH2:1][C@H:2]1[CH2:6][CH2:5][N:4]([C:7]2[C:12]([C:13]([O:15][CH:16]([CH3:18])[CH3:17])=[O:14])=[CH:11][CH:10]=[CH:9][N:8]=2)[CH2:3]1.[CH2:19]([C:21]1[CH:22]=[C:23]([CH:26]=[CH:27][CH:28]=1)[CH:24]=O)[CH3:20].[BH-](OC(C)=O)(OC(C)=O)OC(C)=O.[Na+].O. (2) Given the product [CH3:1][O:2][N:3]([CH3:17])[C:4](=[O:16])[C:5]1[CH:6]=[CH:7][C:8]([C:11]2[N:12]=[N:13][N:14]([CH3:18])[N:15]=2)=[CH:9][CH:10]=1, predict the reactants needed to synthesize it. The reactants are: [CH3:1][O:2][N:3]([CH3:17])[C:4](=[O:16])[C:5]1[CH:10]=[CH:9][C:8]([C:11]2[N:12]=[N:13][NH:14][N:15]=2)=[CH:7][CH:6]=1.[C:18](=O)([O-])[O-].[K+].[K+].IC.O. (3) Given the product [F:1][C:2]1[CH:3]=[CH:4][C:5]([O:32][CH3:33])=[C:6]([C:8]2[CH:13]=[CH:12][C:11]([CH2:14][NH:15][S:16]([C:19]3[CH:20]=[CH:21][C:22]([F:34])=[CH:23][CH:24]=3)(=[O:17])=[O:18])=[C:10]([O:30][CH3:31])[CH:9]=2)[CH:7]=1, predict the reactants needed to synthesize it. The reactants are: [F:1][C:2]1[CH:3]=[CH:4][C:5]([O:32][CH3:33])=[C:6]([C:8]2[CH:13]=[CH:12][C:11]([CH2:14][NH:15][S:16]([C:19]3[CH:24]=[CH:23][C:22](OC(F)(F)F)=[CH:21][CH:20]=3)(=[O:18])=[O:17])=[C:10]([O:30][CH3:31])[CH:9]=2)[CH:7]=1.[F:34]C1C=CC(S(Cl)(=O)=O)=CC=1.FC1C=CC(OC)=C(C2C=CC(CN)=C(OC)C=2)C=1. (4) Given the product [CH2:7]([O:14][C:15]1[CH:16]=[CH:17][C:18]([CH:33]=[CH2:34])=[C:19]([O:20][CH2:21][C:22]([C:24]2[CH:29]=[CH:28][C:27]([O:30][CH3:31])=[CH:26][CH:25]=2)=[CH2:1])[CH:32]=1)[C:8]1[CH:13]=[CH:12][CH:11]=[CH:10][CH:9]=1, predict the reactants needed to synthesize it. The reactants are: [CH3:1]C([O-])(C)C.[K+].[CH2:7]([O:14][C:15]1[CH:16]=[CH:17][C:18]([CH:33]=[CH2:34])=[C:19]([CH:32]=1)[O:20][CH2:21][C:22]([C:24]1[CH:29]=[CH:28][C:27]([O:30][CH3:31])=[CH:26][CH:25]=1)=O)[C:8]1[CH:13]=[CH:12][CH:11]=[CH:10][CH:9]=1. (5) Given the product [NH2:37][CH2:36][CH2:35][CH2:34][NH:38][C:2]1[N:3]=[C:4]([NH:13][C:14]2[CH:19]=[CH:18][C:17]([N:20]3[CH2:21][CH2:22][CH:23]([N:26]4[CH2:27][CH2:28][N:29]([CH3:32])[CH2:30][CH2:31]4)[CH2:24][CH2:25]3)=[C:16]([CH3:33])[CH:15]=2)[C:5]([C:10]([NH2:12])=[O:11])=[N:6][C:7]=1[CH2:8][CH3:9], predict the reactants needed to synthesize it. The reactants are: Cl[C:2]1[N:3]=[C:4]([NH:13][C:14]2[CH:19]=[CH:18][C:17]([N:20]3[CH2:25][CH2:24][CH:23]([N:26]4[CH2:31][CH2:30][N:29]([CH3:32])[CH2:28][CH2:27]4)[CH2:22][CH2:21]3)=[C:16]([CH3:33])[CH:15]=2)[C:5]([C:10]([NH2:12])=[O:11])=[N:6][C:7]=1[CH2:8][CH3:9].[CH2:34]([NH2:38])[CH2:35][CH2:36][NH2:37]. (6) Given the product [Cl:1][C:2]1[N:3]=[CH:4][C:5]([C:6]2[CH:13]=[C:12]([C:14]3[CH:19]=[CH:18][C:17]([F:20])=[CH:16][C:15]=3[F:21])[O:8][N:7]=2)=[CH:10][CH:11]=1, predict the reactants needed to synthesize it. The reactants are: [Cl:1][C:2]1[CH:11]=[CH:10][C:5]([C:6](Cl)=[N:7][OH:8])=[CH:4][N:3]=1.[C:12]([C:14]1[CH:19]=[CH:18][C:17]([F:20])=[CH:16][C:15]=1[F:21])#[CH:13].N. (7) Given the product [C:1]([CH:3]1[CH2:6][N:5]([C:7](=[O:45])[C@H:8]([NH:12][C:13]([C:15]2[C:23]3[C:18](=[N:19][CH:20]=[C:21]([C:24]4[N:25]=[CH:26][N:27]([C:29]5[CH:34]=[C:33]([F:35])[CH:32]=[CH:31][C:30]=5[F:36])[CH:28]=4)[N:22]=3)[NH:17][CH:16]=2)=[O:14])[CH:9]2[CH2:10][CH2:11]2)[CH2:4]1)#[N:2], predict the reactants needed to synthesize it. The reactants are: [C:1]([CH:3]1[CH2:6][N:5]([C:7](=[O:45])[C@H:8]([NH:12][C:13]([C:15]2[C:23]3[C:18](=[N:19][CH:20]=[C:21]([C:24]4[N:25]=[CH:26][N:27]([C:29]5[CH:34]=[C:33]([F:35])[CH:32]=[CH:31][C:30]=5[F:36])[CH:28]=4)[N:22]=3)[N:17](COCC[Si](C)(C)C)[CH:16]=2)=[O:14])[CH:9]2[CH2:11][CH2:10]2)[CH2:4]1)#[N:2].C1OCCOCCOCCOCCOCCOC1.[F-].[Cs+].